From a dataset of Forward reaction prediction with 1.9M reactions from USPTO patents (1976-2016). Predict the product of the given reaction. Given the reactants [NH2:1][C:2]1[CH:7]=[CH:6][C:5]([OH:8])=[CH:4][C:3]=1[N+:9]([O-:11])=[O:10].C(=O)([O-])[O-].[Cs+].[Cs+].Br[CH:19]([CH3:21])[CH3:20], predict the reaction product. The product is: [CH:19]([O:8][C:5]1[CH:6]=[CH:7][C:2]([NH2:1])=[C:3]([N+:9]([O-:11])=[O:10])[CH:4]=1)([CH3:21])[CH3:20].